Dataset: Full USPTO retrosynthesis dataset with 1.9M reactions from patents (1976-2016). Task: Predict the reactants needed to synthesize the given product. (1) Given the product [C:14]1([CH:26]2[CH2:31][CH2:30][C:29](=[CH:3][C:1]#[N:2])[CH2:28][CH2:27]2)[N:15]=[N:16][N:17]2[C:22]=1[C:21]1[CH:23]=[CH:24][NH:25][C:20]=1[N:19]=[CH:18]2, predict the reactants needed to synthesize it. The reactants are: [C:1]([CH2:3]P(=O)(OCC)OCC)#[N:2].[H-].[Na+].[C:14]1([CH:26]2[CH2:31][CH2:30][C:29](=O)[CH2:28][CH2:27]2)[N:15]=[N:16][N:17]2[C:22]=1[C:21]1[CH:23]=[CH:24][NH:25][C:20]=1[N:19]=[CH:18]2.O. (2) Given the product [Cl:7][C:8]1[CH:9]=[CH:10][C:11]([N:14]2[CH2:29][C:23]3([CH2:25][CH:24]3[CH2:26][OH:27])[C:18]3=[N:19][N:20]=[C:21]([CH3:22])[N:17]3[C:16]3[CH:31]=[CH:32][CH:33]=[CH:34][C:15]2=3)=[CH:12][CH:13]=1, predict the reactants needed to synthesize it. The reactants are: B.C1COCC1.[Cl:7][C:8]1[CH:13]=[CH:12][C:11]([N:14]2[C:29](=O)[C:23]3([CH2:25][CH:24]3[C:26]([O-])=[O:27])[C:18]3=[N:19][N:20]=[C:21]([CH3:22])[N:17]3[C:16]3[CH:31]=[CH:32][CH:33]=[CH:34][C:15]2=3)=[CH:10][CH:9]=1. (3) Given the product [F:16][C:17]([F:22])([F:21])[C@@H:18]([OH:19])[CH2:20][N:9]1[CH2:10][CH2:11][CH2:12][CH:7]([CH2:6][C:5]2[CH:13]=[CH:14][CH:15]=[C:3]([O:2][CH3:1])[CH:4]=2)[CH2:8]1, predict the reactants needed to synthesize it. The reactants are: [CH3:1][O:2][C:3]1[CH:4]=[C:5]([CH:13]=[CH:14][CH:15]=1)[CH2:6][CH:7]1[CH2:12][CH2:11][CH2:10][NH:9][CH2:8]1.[F:16][C:17]([F:22])([F:21])[C@@H:18]1[CH2:20][O:19]1.